Dataset: Catalyst prediction with 721,799 reactions and 888 catalyst types from USPTO. Task: Predict which catalyst facilitates the given reaction. (1) Reactant: [NH:1]1[C:9]2[C:4](=[CH:5][CH:6]=[CH:7][CH:8]=2)[CH:3]=[CH:2]1.[OH-].[K+].[Br:12][CH2:13][CH2:14][CH2:15]Br. Product: [N:1]1([CH2:15][CH2:14][CH2:13][Br:12])[C:9]2[C:4](=[CH:5][CH:6]=[CH:7][CH:8]=2)[CH:3]=[CH:2]1. The catalyst class is: 148. (2) The catalyst class is: 790. Reactant: [NH2:1][C:2]1[N:7]=[CH:6][N:5]=[C:4]2[N:8]([CH2:12][CH2:13][N:14]([CH2:19][C:20]3[CH:25]=[CH:24][C:23]([Cl:26])=[CH:22][CH:21]=3)[C:15](=[O:18])[CH:16]=[CH2:17])[N:9]=[C:10](I)[C:3]=12.[F:27][C:28]1[CH:29]=[C:30](B(O)O)[CH:31]=[C:32]([OH:35])[C:33]=1[F:34].C(=O)([O-])[O-].[Na+].[Na+].O. Product: [NH2:1][C:2]1[N:7]=[CH:6][N:5]=[C:4]2[N:8]([CH2:12][CH2:13][N:14]([CH2:19][C:20]3[CH:25]=[CH:24][C:23]([Cl:26])=[CH:22][CH:21]=3)[C:15](=[O:18])[CH:16]=[CH2:17])[N:9]=[C:10]([C:30]3[CH:31]=[C:32]([OH:35])[C:33]([F:34])=[C:28]([F:27])[CH:29]=3)[C:3]=12. (3) Reactant: C(NC(C)C)(C)C.[Li]CCCC.[Li+].CC([N-]C(C)C)C.[C:21]([O:25]C(C)=O)(C)(C)[CH3:22].[Cl:29][C:30]1[CH:35]=[CH:34][C:33]([C:36]2([C:41]3[CH:42]=[C:43]([C:49]([C:51]4[CH:56]=[CH:55][CH:54]=[C:53]([O:57][CH3:58])[CH:52]=4)=O)[C:44]([NH:47][CH3:48])=[N:45][CH:46]=3)[O:40][CH2:39][CH2:38][O:37]2)=[CH:32][CH:31]=1. Product: [Cl:29][C:30]1[CH:35]=[CH:34][C:33]([C:36]2([C:41]3[CH:42]=[C:43]4[C:44](=[N:45][CH:46]=3)[N:47]([CH3:48])[C:21](=[O:25])[CH:22]=[C:49]4[C:51]3[CH:56]=[CH:55][CH:54]=[C:53]([O:57][CH3:58])[CH:52]=3)[O:40][CH2:39][CH2:38][O:37]2)=[CH:32][CH:31]=1. The catalyst class is: 1. (4) Reactant: [F:1][CH:2]([F:15])[O:3][C:4]1[N:8]([CH3:9])[N:7]=[C:6]([C:10]([F:13])([F:12])[F:11])[C:5]=1[CH3:14].S(Cl)([Cl:19])(=O)=O.N(C(C)(C)C#N)=NC(C)(C)C#N.O. Product: [Cl:19][CH2:14][C:5]1[C:6]([C:10]([F:13])([F:12])[F:11])=[N:7][N:8]([CH3:9])[C:4]=1[O:3][CH:2]([F:1])[F:15]. The catalyst class is: 53.